This data is from Catalyst prediction with 721,799 reactions and 888 catalyst types from USPTO. The task is: Predict which catalyst facilitates the given reaction. (1) Reactant: C(Cl)(=O)C([Cl:4])=O.[CH3:7][N:8]1[C:17]2[C:12](=[CH:13][C:14]([S:18]([OH:21])(=O)=[O:19])=[CH:15][CH:16]=2)[CH2:11][CH2:10][CH2:9]1. Product: [CH3:7][N:8]1[C:17]2[C:12](=[CH:13][C:14]([S:18]([Cl:4])(=[O:21])=[O:19])=[CH:15][CH:16]=2)[CH2:11][CH2:10][CH2:9]1. The catalyst class is: 139. (2) Reactant: [O:1]1[C:5]2[CH:6]=[CH:7][C:8]([C:10]3([C:13]([NH:15][C:16]4[N:21]=[C:20]([C:22]5[C:23]([O:28]C)=[N:24][CH:25]=[CH:26][CH:27]=5)[CH:19]=[C:18]([CH3:30])[CH:17]=4)=[O:14])[CH2:12][CH2:11]3)=[CH:9][C:4]=2[CH2:3][CH2:2]1.[Si](I)(C)(C)C.CO. Product: [O:1]1[C:5]2[CH:6]=[CH:7][C:8]([C:10]3([C:13]([NH:15][C:16]4[CH:17]=[C:18]([CH3:30])[CH:19]=[C:20]([C:22]5[C:23](=[O:28])[NH:24][CH:25]=[CH:26][CH:27]=5)[N:21]=4)=[O:14])[CH2:12][CH2:11]3)=[CH:9][C:4]=2[CH2:3][CH2:2]1. The catalyst class is: 23.